Predict the reactants needed to synthesize the given product. From a dataset of Full USPTO retrosynthesis dataset with 1.9M reactions from patents (1976-2016). Given the product [CH2:29]([CH:6]1[CH:7]([C:9]2[N:13]3[C:14]4[CH:20]=[CH:19][N:18]([CH2:21][O:22][CH2:23][CH2:24][Si:25]([CH3:26])([CH3:28])[CH3:27])[C:15]=4[N:16]=[CH:17][C:12]3=[N:11][N:10]=2)[CH2:8][CH:4]([NH2:1])[CH2:5]1)[CH3:30], predict the reactants needed to synthesize it. The reactants are: [N:1]([CH:4]1[CH2:8][CH:7]([C:9]2[N:13]3[C:14]4[CH:20]=[CH:19][N:18]([CH2:21][O:22][CH2:23][CH2:24][Si:25]([CH3:28])([CH3:27])[CH3:26])[C:15]=4[N:16]=[CH:17][C:12]3=[N:11][N:10]=2)[CH:6]([CH2:29][CH3:30])[CH2:5]1)=[N+]=[N-].C1COCC1.C1(P(C2C=CC=CC=2)C2C=CC=CC=2)C=CC=CC=1.